Dataset: Reaction yield outcomes from USPTO patents with 853,638 reactions. Task: Predict the reaction yield, written as a fraction of the theoretical maximum amount of product (1.0 means a 100% yield; for example, 0.34 means a 34% yield). (1) The reactants are [CH:1]1([N:6]2[C:11]3[N:12]=[C:13]([S:16][CH3:17])[N:14]=[CH:15][C:10]=3[CH:9]=[C:8]([F:18])[C:7]2=[O:19])[CH2:5][CH2:4][CH2:3][CH2:2]1.C1(S(N2C(C3C=CC=CC=3)O2)(=O)=[O:27])C=CC=CC=1. The catalyst is ClCCl. The product is [CH:1]1([N:6]2[C:11]3[N:12]=[C:13]([S:16]([CH3:17])=[O:27])[N:14]=[CH:15][C:10]=3[CH:9]=[C:8]([F:18])[C:7]2=[O:19])[CH2:2][CH2:3][CH2:4][CH2:5]1. The yield is 0.796. (2) The reactants are [F:1][CH:2]([F:39])[O:3][C:4]1[CH:5]=[C:6]([C:10]2[CH:14]=[C:13]([C:15]([NH:17][C:18]3[CH:23]=[CH:22][C:21]([C@@H:24]4[O:29][CH2:28][CH2:27][N:26](C(OC(C)(C)C)=O)[CH2:25]4)=[CH:20][CH:19]=3)=[O:16])[N:12]([CH2:37][CH3:38])[N:11]=2)[CH:7]=[CH:8][CH:9]=1.[ClH:40].C(OCC)C. The catalyst is O1CCOCC1. The product is [ClH:40].[F:39][CH:2]([F:1])[O:3][C:4]1[CH:5]=[C:6]([C:10]2[CH:14]=[C:13]([C:15]([NH:17][C:18]3[CH:19]=[CH:20][C:21]([C@@H:24]4[O:29][CH2:28][CH2:27][NH:26][CH2:25]4)=[CH:22][CH:23]=3)=[O:16])[N:12]([CH2:37][CH3:38])[N:11]=2)[CH:7]=[CH:8][CH:9]=1. The yield is 0.630. (3) The reactants are Br[C:2]1[CH:3]=[CH:4][C:5]2[O:10][CH2:9][C:8](=[O:11])[NH:7][C:6]=2[CH:12]=1.C([Li])CCC.[O:18]1[C:22]2([CH2:27][CH2:26][C:25](=[O:28])[CH2:24][CH2:23]2)[O:21][CH2:20][CH2:19]1.[Cl-].[NH4+]. The catalyst is C1COCC1. The product is [OH:28][C:25]1([C:2]2[CH:3]=[CH:4][C:5]3[O:10][CH2:9][C:8](=[O:11])[NH:7][C:6]=3[CH:12]=2)[CH2:26][CH2:27][C:22]2([O:18][CH2:19][CH2:20][O:21]2)[CH2:23][CH2:24]1. The yield is 0.150. (4) The reactants are [CH2:1]([O:3][C@@H:4]1[CH2:8][N:7]([C:9](=[O:19])[C@@H:10]([NH:14][C:15](=[O:18])[O:16][CH3:17])[CH:11]([CH3:13])[CH3:12])[C@H:6]([C:20]2[NH:24][C:23]3[C:25]4[C:30]([CH:31]=[CH:32][C:22]=3[N:21]=2)=[CH:29][C:28]2[C:33]3[C:38]([CH2:39][O:40][C:27]=2[CH:26]=4)=[CH:37][C:36](B2OC(C)(C)C(C)(C)O2)=[CH:35][CH:34]=3)[CH2:5]1)[CH3:2].Br[C:51]1[NH:55][C:54]([C@@H:56]2[CH2:60][CH2:59][CH2:58][N:57]2[C:61]([O:63][C:64]([CH3:67])([CH3:66])[CH3:65])=[O:62])=[N:53][CH:52]=1.C(=O)([O-])[O-].[K+].[K+]. The catalyst is COCCOC.CN(C=O)C.CCOC(C)=O.C1C=CC([P]([Pd]([P](C2C=CC=CC=2)(C2C=CC=CC=2)C2C=CC=CC=2)([P](C2C=CC=CC=2)(C2C=CC=CC=2)C2C=CC=CC=2)[P](C2C=CC=CC=2)(C2C=CC=CC=2)C2C=CC=CC=2)(C2C=CC=CC=2)C2C=CC=CC=2)=CC=1.C1C=CC(P(C2C=CC=CC=2)[C-]2C=CC=C2)=CC=1.C1C=CC(P(C2C=CC=CC=2)[C-]2C=CC=C2)=CC=1.Cl[Pd]Cl.[Fe+2]. The product is [CH2:1]([O:3][C@@H:4]1[CH2:8][N:7]([C:9](=[O:19])[C@H:10]([CH:11]([CH3:13])[CH3:12])[NH:14][C:15]([O:16][CH3:17])=[O:18])[C@H:6]([C:20]2[NH:24][C:23]3[C:25]4[C:30]([CH:31]=[CH:32][C:22]=3[N:21]=2)=[CH:29][C:28]2[C:33]3[C:38]([CH2:39][O:40][C:27]=2[CH:26]=4)=[CH:37][C:36]([C:51]2[NH:55][C:54]([C@@H:56]4[CH2:60][CH2:59][CH2:58][N:57]4[C:61]([O:63][C:64]([CH3:67])([CH3:66])[CH3:65])=[O:62])=[N:53][CH:52]=2)=[CH:35][CH:34]=3)[CH2:5]1)[CH3:2]. The yield is 0.330.